From a dataset of NCI-60 drug combinations with 297,098 pairs across 59 cell lines. Regression. Given two drug SMILES strings and cell line genomic features, predict the synergy score measuring deviation from expected non-interaction effect. Drug 1: CC1=C(C(=O)C2=C(C1=O)N3CC4C(C3(C2COC(=O)N)OC)N4)N. Drug 2: N.N.Cl[Pt+2]Cl. Cell line: IGROV1. Synergy scores: CSS=71.3, Synergy_ZIP=-7.37, Synergy_Bliss=-3.46, Synergy_Loewe=1.22, Synergy_HSA=2.42.